Dataset: NCI-60 drug combinations with 297,098 pairs across 59 cell lines. Task: Regression. Given two drug SMILES strings and cell line genomic features, predict the synergy score measuring deviation from expected non-interaction effect. (1) Drug 1: CCCS(=O)(=O)NC1=C(C(=C(C=C1)F)C(=O)C2=CNC3=C2C=C(C=N3)C4=CC=C(C=C4)Cl)F. Cell line: DU-145. Synergy scores: CSS=-3.65, Synergy_ZIP=-3.83, Synergy_Bliss=-2.60, Synergy_Loewe=-15.1, Synergy_HSA=-5.85. Drug 2: CN1CCC(CC1)COC2=C(C=C3C(=C2)N=CN=C3NC4=C(C=C(C=C4)Br)F)OC. (2) Drug 2: CC1C(C(CC(O1)OC2CC(CC3=C2C(=C4C(=C3O)C(=O)C5=CC=CC=C5C4=O)O)(C(=O)C)O)N)O. Drug 1: CCC(=C(C1=CC=CC=C1)C2=CC=C(C=C2)OCCN(C)C)C3=CC=CC=C3.C(C(=O)O)C(CC(=O)O)(C(=O)O)O. Cell line: NCI-H460. Synergy scores: CSS=45.6, Synergy_ZIP=6.37, Synergy_Bliss=5.72, Synergy_Loewe=-21.1, Synergy_HSA=5.88. (3) Drug 1: C1=NC2=C(N1)C(=S)N=C(N2)N. Drug 2: CCCCCOC(=O)NC1=NC(=O)N(C=C1F)C2C(C(C(O2)C)O)O. Cell line: A498. Synergy scores: CSS=27.3, Synergy_ZIP=-3.69, Synergy_Bliss=1.82, Synergy_Loewe=2.76, Synergy_HSA=3.11. (4) Drug 1: CCN(CC)CCCC(C)NC1=C2C=C(C=CC2=NC3=C1C=CC(=C3)Cl)OC. Drug 2: B(C(CC(C)C)NC(=O)C(CC1=CC=CC=C1)NC(=O)C2=NC=CN=C2)(O)O. Cell line: HL-60(TB). Synergy scores: CSS=54.9, Synergy_ZIP=0.925, Synergy_Bliss=-1.23, Synergy_Loewe=-44.9, Synergy_HSA=-3.16. (5) Drug 1: C1=NC2=C(N1)C(=S)N=CN2. Drug 2: CC1CCC2CC(C(=CC=CC=CC(CC(C(=O)C(C(C(=CC(C(=O)CC(OC(=O)C3CCCCN3C(=O)C(=O)C1(O2)O)C(C)CC4CCC(C(C4)OC)O)C)C)O)OC)C)C)C)OC. Cell line: NCIH23. Synergy scores: CSS=9.43, Synergy_ZIP=-4.19, Synergy_Bliss=-0.0531, Synergy_Loewe=-2.40, Synergy_HSA=-2.20. (6) Drug 1: CN(CC1=CN=C2C(=N1)C(=NC(=N2)N)N)C3=CC=C(C=C3)C(=O)NC(CCC(=O)O)C(=O)O. Drug 2: B(C(CC(C)C)NC(=O)C(CC1=CC=CC=C1)NC(=O)C2=NC=CN=C2)(O)O. Cell line: UACC-257. Synergy scores: CSS=50.4, Synergy_ZIP=-1.06, Synergy_Bliss=-2.50, Synergy_Loewe=-5.48, Synergy_HSA=-1.99.